From a dataset of Full USPTO retrosynthesis dataset with 1.9M reactions from patents (1976-2016). Predict the reactants needed to synthesize the given product. (1) Given the product [CH3:1][O:2][C:3]([CH:5]([CH:12]1[NH:17][CH2:16][CH2:15][CH2:14][CH2:13]1)[C:6]1[CH:11]=[CH:10][CH:9]=[CH:8][CH:7]=1)=[O:4], predict the reactants needed to synthesize it. The reactants are: [CH3:1][O:2][C:3]([CH:5]([CH:12]1[NH:17][CH2:16][CH2:15][CH2:14][CH2:13]1)[C:6]1[CH:7]=[CH:8][CH:9]=[CH:10][CH:11]=1)=[O:4].Cl.[OH-].[NH4+]. (2) The reactants are: CC(C)=O.[Cl:5][C:6]1[C:16]2[N:15](CC3C=CC(OC)=CC=3OC)[C:14](=[O:28])[C@@H:13]([CH2:29][C:30]([O:32][CH2:33][CH3:34])=[O:31])[O:12][C@H:11]([C:35]3[CH:40]=[CH:39][CH:38]=[C:37]([O:41][CH3:42])[C:36]=3[O:43][CH3:44])[C:10]=2[CH:9]=[CH:8][CH:7]=1.O. Given the product [Cl:5][C:6]1[C:16]2[NH:15][C:14](=[O:28])[C@@H:13]([CH2:29][C:30]([O:32][CH2:33][CH3:34])=[O:31])[O:12][C@H:11]([C:35]3[CH:40]=[CH:39][CH:38]=[C:37]([O:41][CH3:42])[C:36]=3[O:43][CH3:44])[C:10]=2[CH:9]=[CH:8][CH:7]=1, predict the reactants needed to synthesize it. (3) Given the product [OH:14][C:9]1[CH:10]=[CH:11][CH:12]=[CH:13][C:8]=1[C:6]1[N:5]([CH2:22][CH2:23][C:24]2[CH:29]=[CH:28][CH:27]=[CH:26][CH:25]=2)[C:4](=[O:30])[C:3]([C:31]2[CH:35]=[CH:34][S:33][CH:32]=2)=[C:2]([CH3:1])[N:7]=1, predict the reactants needed to synthesize it. The reactants are: [CH3:1][C:2]1[N:7]=[C:6]([C:8]2[CH:13]=[CH:12][CH:11]=[CH:10][C:9]=2[O:14]CC2C=CC=CC=2)[N:5]([CH2:22][CH2:23][C:24]2[CH:29]=[CH:28][CH:27]=[CH:26][CH:25]=2)[C:4](=[O:30])[C:3]=1[C:31]1[CH:35]=[CH:34][S:33][CH:32]=1. (4) Given the product [CH2:1]([C:3]1[S:42][C:6]2[N:7]([CH2:23][C:24]3[CH:29]=[CH:28][C:27]([C:30]4[CH:35]=[CH:34][CH:33]=[CH:32][C:31]=4[C:36]4[NH:40][C:39](=[O:41])[O:38][N:37]=4)=[CH:26][CH:25]=3)[C:8](=[O:22])[N:9]([CH2:12][C:13](=[N:44][O:45][CH2:46][C:47]([O:49][CH2:50][CH3:51])=[O:48])[C:15]3[CH:20]=[CH:19][C:18]([F:21])=[CH:17][CH:16]=3)[C:10](=[O:11])[C:5]=2[CH:4]=1)[CH3:2], predict the reactants needed to synthesize it. The reactants are: [CH2:1]([C:3]1[S:42][C:6]2[N:7]([CH2:23][C:24]3[CH:29]=[CH:28][C:27]([C:30]4[CH:35]=[CH:34][CH:33]=[CH:32][C:31]=4[C:36]4[NH:40][C:39](=[O:41])[O:38][N:37]=4)=[CH:26][CH:25]=3)[C:8](=[O:22])[N:9]([CH2:12][C:13]([C:15]3[CH:20]=[CH:19][C:18]([F:21])=[CH:17][CH:16]=3)=O)[C:10](=[O:11])[C:5]=2[CH:4]=1)[CH3:2].Cl.[NH2:44][O:45][CH2:46][C:47]([O:49][CH2:50][CH3:51])=[O:48].N1C=CC=CC=1.Cl. (5) Given the product [CH3:37][S:38]([N:9]1[CH2:8][C:7]2([CH2:6][C:5]3[CH:26]=[CH:27][C:2]([Br:1])=[CH:3][CH:4]=3)[N:12]([C:13](=[O:25])[N:14]([C:17]3[CH:22]=[C:21]([Cl:23])[CH:20]=[C:19]([Cl:24])[CH:18]=3)[C:15]2=[O:16])[CH2:11][CH2:10]1)(=[O:40])=[O:39], predict the reactants needed to synthesize it. The reactants are: [Br:1][C:2]1[CH:27]=[CH:26][C:5]([CH2:6][C:7]23[C:15](=[O:16])[N:14]([C:17]4[CH:22]=[C:21]([Cl:23])[CH:20]=[C:19]([Cl:24])[CH:18]=4)[C:13](=[O:25])[N:12]2[CH2:11][CH2:10][NH:9][CH2:8]3)=[CH:4][CH:3]=1.CCN(C(C)C)C(C)C.[CH3:37][S:38](Cl)(=[O:40])=[O:39]. (6) The reactants are: [CH3:1][C:2]1([CH3:19])[C:10]2[C:5](=[CH:6][C:7]([N+:15]([O-:17])=[O:16])=[C:8]([NH:11]C(=O)C)[CH:9]=2)[NH:4][C:3]1=[O:18].Cl[CH2:21][CH2:22][S:23][CH2:24][CH3:25].C([O-])([O-])=O.[K+].[K+]. Given the product [NH2:11][C:8]1[CH:9]=[C:10]2[C:5](=[CH:6][C:7]=1[N+:15]([O-:17])=[O:16])[N:4]([CH2:21][CH2:22][S:23][CH2:24][CH3:25])[C:3](=[O:18])[C:2]2([CH3:1])[CH3:19], predict the reactants needed to synthesize it. (7) Given the product [CH3:28][N:29]1[CH2:34][CH2:33][N:32]([S:35]([NH:1][C:2]2[CH:3]=[CH:4][C:5]([O:24][CH2:25][CH2:26][CH3:27])=[C:6]([C:8]3[NH:13][C:12](=[O:14])[C:11]4=[C:15]([CH3:23])[N:16]=[C:17]([CH:18]5[CH2:22][CH2:21][CH2:20][CH2:19]5)[N:10]4[N:9]=3)[CH:7]=2)(=[O:37])=[O:36])[CH2:31][CH2:30]1, predict the reactants needed to synthesize it. The reactants are: [NH2:1][C:2]1[CH:3]=[CH:4][C:5]([O:24][CH2:25][CH2:26][CH3:27])=[C:6]([C:8]2[NH:13][C:12](=[O:14])[C:11]3=[C:15]([CH3:23])[N:16]=[C:17]([CH:18]4[CH2:22][CH2:21][CH2:20][CH2:19]4)[N:10]3[N:9]=2)[CH:7]=1.[CH3:28][N:29]1[CH2:34][CH2:33][N:32]([S:35](Cl)(=[O:37])=[O:36])[CH2:31][CH2:30]1.N1C=CC=CC=1.